From a dataset of Reaction yield outcomes from USPTO patents with 853,638 reactions. Predict the reaction yield, written as a fraction of the theoretical maximum amount of product (1.0 means a 100% yield; for example, 0.34 means a 34% yield). (1) The reactants are [C:1]1([NH:11][C:12](=[O:14])[CH3:13])[C:10]2[C:5](=[CH:6][CH:7]=[CH:8][CH:9]=2)[CH:4]=[CH:3][N:2]=1.[OH-].[Na+]. No catalyst specified. The product is [C:1]1([NH:11][C:12](=[O:14])[CH3:13])[C:10]2[CH2:9][CH2:8][CH2:7][CH2:6][C:5]=2[CH:4]=[CH:3][N:2]=1. The yield is 0.590. (2) The reactants are [Br:1][C:2]1[C:15]2[C:6](=[C:7]3[C:12](=[C:13]([NH2:16])[N:14]=2)[CH:11]=[CH:10][CH:9]=[CH:8]3)[CH:5]=[CH:4][CH:3]=1.C(=O)(O)[O-].[Na+].Cl[CH2:23][CH:24]=O. The catalyst is CC(O)C. The product is [Br:1][C:2]1[C:15]2[N:14]3[CH:23]=[CH:24][N:16]=[C:13]3[C:12]3[CH:11]=[CH:10][CH:9]=[CH:8][C:7]=3[C:6]=2[CH:5]=[CH:4][CH:3]=1. The yield is 0.620. (3) The catalyst is C(Cl)Cl. The yield is 0.660. The product is [OH:39][CH2:38][C:32]1([CH3:31])[CH2:37][CH2:36][N:35]([CH2:25][C:24]2[CH:27]=[CH:28][C:21]([O:20][CH:18]3[CH2:19][N:16]([C:14]([C:12]4[O:13][C:9]([C:6]5[CH:7]=[CH:8][C:3]([O:2][CH3:1])=[CH:4][CH:5]=5)=[N:10][N:11]=4)=[O:15])[CH2:17]3)=[CH:22][C:23]=2[CH3:29])[CH2:34][CH2:33]1. The reactants are [CH3:1][O:2][C:3]1[CH:8]=[CH:7][C:6]([C:9]2[O:13][C:12]([C:14]([N:16]3[CH2:19][CH:18]([O:20][C:21]4[CH:28]=[CH:27][C:24]([CH:25]=O)=[C:23]([CH3:29])[CH:22]=4)[CH2:17]3)=[O:15])=[N:11][N:10]=2)=[CH:5][CH:4]=1.Cl.[CH3:31][C:32]1([CH2:38][OH:39])[CH2:37][CH2:36][NH:35][CH2:34][CH2:33]1.C(N(CC)CC)C.C(O[BH-](OC(=O)C)OC(=O)C)(=O)C.[Na+]. (4) The reactants are [C:1]([O:5][C:6]([N:8]1[CH2:12][CH2:11][CH2:10][CH:9]1[C:13]1[NH:14][C:15]([C:18]2[CH:30]=[CH:29][C:28]3[C:27]4[C:22](=[CH:23][C:24](Br)=[CH:25][CH:26]=4)[C:21]([F:33])([F:32])[C:20]=3[CH:19]=2)=[CH:16][N:17]=1)=[O:7])([CH3:4])([CH3:3])[CH3:2].[C:34]([O:38][C:39]([N:41]1[CH:46]([C:47]2[NH:51][C:50]3[CH:52]=[C:53](B4OC(C)(C)C(C)(C)O4)[CH:54]=[CH:55][C:49]=3[N:48]=2)[CH:45]2[CH2:65][CH:42]1[CH2:43][CH2:44]2)=[O:40])([CH3:37])([CH3:36])[CH3:35].C(=O)([O-])[O-].[K+].[K+]. The catalyst is COCCOC.O.C(OCC)(=O)C.C1C=CC(P(C2C=CC=CC=2)[C-]2C=CC=C2)=CC=1.C1C=CC(P(C2C=CC=CC=2)[C-]2C=CC=C2)=CC=1.Cl[Pd]Cl.[Fe+2].C1C=CC([P]([Pd]([P](C2C=CC=CC=2)(C2C=CC=CC=2)C2C=CC=CC=2)([P](C2C=CC=CC=2)(C2C=CC=CC=2)C2C=CC=CC=2)[P](C2C=CC=CC=2)(C2C=CC=CC=2)C2C=CC=CC=2)(C2C=CC=CC=2)C2C=CC=CC=2)=CC=1. The product is [C:1]([O:5][C:6]([N:8]1[CH2:12][CH2:11][CH2:10][CH:9]1[C:13]1[NH:14][C:15]([C:18]2[CH:30]=[CH:29][C:28]3[C:27]4[C:22](=[CH:23][C:24]([C:53]5[CH:54]=[CH:55][C:49]6[N:48]=[C:47]([CH:46]7[CH:45]8[CH2:65][CH:42]([CH2:43][CH2:44]8)[N:41]7[C:39]([O:38][C:34]([CH3:35])([CH3:37])[CH3:36])=[O:40])[NH:51][C:50]=6[CH:52]=5)=[CH:25][CH:26]=4)[C:21]([F:33])([F:32])[C:20]=3[CH:19]=2)=[CH:16][N:17]=1)=[O:7])([CH3:4])([CH3:3])[CH3:2]. The yield is 0.770. (5) The reactants are C(O[C:5](=[O:7])C)(=O)C.C(O)=O.N[C:12]1[CH:20]=[C:19]2[C:15]([C:16](=CC3NC4CCN(CCN(CC)CC)C(=O)C=4C=3C)[C:17](=[O:21])[NH:18]2)=[CH:14][C:13]=1[F:41].[NH:42]1CCCCC1. The catalyst is O1CCCC1. The product is [F:41][C:13]1[CH:14]=[C:15]2[C:19](=[C:20]([NH:42][CH:5]=[O:7])[CH:12]=1)[NH:18][C:17](=[O:21])[CH2:16]2. The yield is 0.990.